Dataset: NCI-60 drug combinations with 297,098 pairs across 59 cell lines. Task: Regression. Given two drug SMILES strings and cell line genomic features, predict the synergy score measuring deviation from expected non-interaction effect. (1) Drug 1: C(=O)(N)NO. Drug 2: CNC(=O)C1=NC=CC(=C1)OC2=CC=C(C=C2)NC(=O)NC3=CC(=C(C=C3)Cl)C(F)(F)F. Cell line: SK-OV-3. Synergy scores: CSS=-4.92, Synergy_ZIP=2.20, Synergy_Bliss=-0.991, Synergy_Loewe=-4.88, Synergy_HSA=-6.10. (2) Drug 1: CCC1(CC2CC(C3=C(CCN(C2)C1)C4=CC=CC=C4N3)(C5=C(C=C6C(=C5)C78CCN9C7C(C=CC9)(C(C(C8N6C)(C(=O)OC)O)OC(=O)C)CC)OC)C(=O)OC)O.OS(=O)(=O)O. Drug 2: C(CC(=O)O)C(=O)CN.Cl. Cell line: MDA-MB-231. Synergy scores: CSS=6.05, Synergy_ZIP=2.32, Synergy_Bliss=-2.05, Synergy_Loewe=2.40, Synergy_HSA=0.912.